From a dataset of Catalyst prediction with 721,799 reactions and 888 catalyst types from USPTO. Predict which catalyst facilitates the given reaction. (1) The catalyst class is: 19. Product: [CH:15]1([C:14]2[C:9]([OH:8])=[CH:10][C:11]3[N:12]([CH:18]=[N:19][N:20]=3)[CH:13]=2)[CH2:17][CH2:16]1. Reactant: C([O:8][C:9]1[C:14]([CH:15]2[CH2:17][CH2:16]2)=[CH:13][N:12]2[CH:18]=[N:19][N:20]=[C:11]2[CH:10]=1)C1C=CC=CC=1. (2) Reactant: [C:1]([Cl:6])(=[O:5])[CH:2]([CH3:4])[CH3:3].[NH2:7][CH2:8][CH2:9][O:10][C:11]1[CH:20]=[CH:19][C:18]2[N:17]=[C:16]([NH2:21])[C:15]3[N:22]=[C:23]([CH2:28][O:29][CH2:30][CH3:31])[N:24]([CH2:25][CH2:26][CH3:27])[C:14]=3[C:13]=2[CH:12]=1. Product: [ClH:6].[NH2:21][C:16]1[C:15]2[N:22]=[C:23]([CH2:28][O:29][CH2:30][CH3:31])[N:24]([CH2:25][CH2:26][CH3:27])[C:14]=2[C:13]2[CH:12]=[C:11]([O:10][CH2:9][CH2:8][NH:7][C:1](=[O:5])[CH:2]([CH3:4])[CH3:3])[CH:20]=[CH:19][C:18]=2[N:17]=1. The catalyst class is: 4. (3) Reactant: [C:1]([CH2:9][C:10]([O:12][CH2:13][CH3:14])=[O:11])(=O)[C:2]1[CH:7]=[CH:6][CH:5]=[CH:4][CH:3]=1.[CH3:15][NH2:16].C(O)(=O)C. Product: [CH3:15][NH:16][C:1]([C:2]1[CH:7]=[CH:6][CH:5]=[CH:4][CH:3]=1)=[CH:9][C:10]([O:12][CH2:13][CH3:14])=[O:11]. The catalyst class is: 14. (4) Product: [CH3:41][O:40][C:22]1[CH:21]=[C:20]([CH:39]=[CH:38][C:23]=1[O:24][CH2:25][C:26]1[N:27]=[C:28]([C:32]2[CH:37]=[CH:36][CH:35]=[CH:34][CH:33]=2)[O:29][C:30]=1[CH3:31])[CH2:19][O:1][C:2]1[C:6]([CH2:7][C:8]([O:10][CH3:11])=[O:9])=[CH:5][N:4]([C:12]2[CH:17]=[CH:16][CH:15]=[CH:14][CH:13]=2)[N:3]=1. The catalyst class is: 6. Reactant: [OH:1][C:2]1[C:6]([CH2:7][C:8]([O:10][CH3:11])=[O:9])=[CH:5][N:4]([C:12]2[CH:17]=[CH:16][CH:15]=[CH:14][CH:13]=2)[N:3]=1.Cl[CH2:19][C:20]1[CH:39]=[CH:38][C:23]([O:24][CH2:25][C:26]2[N:27]=[C:28]([C:32]3[CH:37]=[CH:36][CH:35]=[CH:34][CH:33]=3)[O:29][C:30]=2[CH3:31])=[C:22]([O:40][CH3:41])[CH:21]=1.C(=O)([O-])[O-].[K+].[K+].CN(C)C=O. (5) Reactant: [NH2:1][C:2]([CH:5]1[CH2:10][CH2:9][CH:8]([C:11]2[S:12][C:13]([C:16]3[CH:21]=[CH:20][C:19]([NH:22][C:23]([NH:25][C:26]4[CH:31]=[C:30](F)[C:29]([F:33])=[CH:28][C:27]=4[F:34])=[O:24])=[CH:18][CH:17]=3)=[CH:14][N:15]=2)[CH2:7][CH2:6]1)([CH3:4])[CH3:3].ClCC(NC(C1CCC(C2SC(C3C=CC(NC(NC4C=CC(F)=CC=4F)=O)=CC=3)=CN=2)CC1)(C)C)=O.NC(N)=S. Product: [NH2:1][C:2]([CH:5]1[CH2:6][CH2:7][CH:8]([C:11]2[S:12][C:13]([C:16]3[CH:21]=[CH:20][C:19]([NH:22][C:23]([NH:25][C:26]4[CH:31]=[CH:30][C:29]([F:33])=[CH:28][C:27]=4[F:34])=[O:24])=[CH:18][CH:17]=3)=[CH:14][N:15]=2)[CH2:9][CH2:10]1)([CH3:4])[CH3:3]. The catalyst class is: 15.